Task: Predict the reaction yield, written as a fraction of the theoretical maximum amount of product (1.0 means a 100% yield; for example, 0.34 means a 34% yield).. Dataset: Reaction yield outcomes from USPTO patents with 853,638 reactions (1) The reactants are [Cl:1][C:2]1[CH:7]=[C:6]([O:8][C:9]2[C:10]3[S:17][CH:16]=[CH:15][C:11]=3[N:12]=[CH:13][N:14]=2)[CH:5]=[CH:4][C:3]=1[NH2:18].O1CCN(CCNC(C2SC3C(OC4C=CC(N[C:47]([NH:49][C:50](=[O:58])[CH2:51][C:52]5[CH:57]=[CH:56][CH:55]=[CH:54][CH:53]=5)=[S:48])=CC=4F)=NC=NC=3C=2)=O)CC1. No catalyst specified. The product is [Cl:1][C:2]1[CH:7]=[C:6]([O:8][C:9]2[C:10]3[S:17][CH:16]=[CH:15][C:11]=3[N:12]=[CH:13][N:14]=2)[CH:5]=[CH:4][C:3]=1[NH:18][C:47]([NH:49][C:50](=[O:58])[CH2:51][C:52]1[CH:53]=[CH:54][CH:55]=[CH:56][CH:57]=1)=[S:48]. The yield is 0.0900. (2) The reactants are O1CCCCC1[N:7]1[C:15]2[C:10](=[CH:11][C:12]([C:16]3[N:20]=[CH:19][N:18](C(C4C=CC=CC=4)(C4C=CC=CC=4)C4C=CC=CC=4)[N:17]=3)=[CH:13][CH:14]=2)[C:9]([C:40]2[CH:45]=[CH:44][C:43]([NH2:46])=[CH:42][CH:41]=2)=[N:8]1.C(N(CC)CC)C.[O:54]1[CH:58]=[CH:57][CH:56]=[C:55]1[C:59](Cl)=[O:60].C(=O)(O)[O-].[Na+]. The catalyst is O1CCCC1. The product is [NH:17]1[C:16]([C:12]2[CH:11]=[C:10]3[C:15](=[CH:14][CH:13]=2)[NH:7][N:8]=[C:9]3[C:40]2[CH:45]=[CH:44][C:43]([NH:46][C:59]([C:55]3[O:54][CH:58]=[CH:57][CH:56]=3)=[O:60])=[CH:42][CH:41]=2)=[N:20][CH:19]=[N:18]1. The yield is 0.0500. (3) The reactants are [S:1]([C:5]1[CH:11]=[CH:10][C:8]([CH3:9])=[CH:7][CH:6]=1)([O-:4])(=[O:3])=[O:2].[CH3:12][N:13]([C+:15]([N:17]([CH3:19])[CH3:18])Cl)[CH3:14].[CH3:20][N-:21][CH3:22].[Li+]. The catalyst is C(#N)C. The product is [S:1]([C:5]1[CH:11]=[CH:10][C:8]([CH3:9])=[CH:7][CH:6]=1)([O-:4])(=[O:3])=[O:2].[CH3:12][N:13]([CH3:14])[C:15](=[N+:21]([CH3:22])[CH3:20])[N:17]([CH3:19])[CH3:18]. The yield is 0.966. (4) The reactants are [Cl:1][C:2]1[CH:7]=[C:6](Cl)[N:5]2[N:9]=[CH:10][CH:11]=[C:4]2[N:3]=1.CCN(CC)CC.[CH:19]1([NH2:22])[CH2:21][CH2:20]1. The catalyst is C(#N)C. The product is [Cl:1][C:2]1[CH:7]=[C:6]([NH:22][CH:19]2[CH2:21][CH2:20]2)[N:5]2[N:9]=[CH:10][CH:11]=[C:4]2[N:3]=1. The yield is 0.700.